Dataset: Forward reaction prediction with 1.9M reactions from USPTO patents (1976-2016). Task: Predict the product of the given reaction. The product is: [CH2:31]([N:13]1[C:14]([C:15]([F:18])([F:17])[F:16])=[C:10]([CH2:9][C:6]2[CH:7]=[CH:8][C:3]([S:2][CH3:1])=[CH:4][CH:5]=2)[C:11](=[O:19])[NH:12]1)[C:32]1[CH:37]=[CH:36][CH:35]=[CH:34][CH:33]=1. Given the reactants [CH3:1][S:2][C:3]1[CH:8]=[CH:7][C:6]([CH2:9][C:10]2[C:11](=[O:19])[NH:12][NH:13][C:14]=2[C:15]([F:18])([F:17])[F:16])=[CH:5][CH:4]=1.[Li]CCCC.CCCCCC.[CH2:31](Br)[C:32]1[CH:37]=[CH:36][CH:35]=[CH:34][CH:33]=1, predict the reaction product.